Predict the reaction yield, written as a fraction of the theoretical maximum amount of product (1.0 means a 100% yield; for example, 0.34 means a 34% yield). From a dataset of Reaction yield outcomes from USPTO patents with 853,638 reactions. (1) The reactants are C1(P(C2C=CC=CC=2)C2C=CC=CC=2)C=CC=CC=1.O[CH2:21][C:22]1[CH:23]=[C:24]([CH3:41])[CH:25]=[C:26]2[C:31]=1[O:30][CH:29]([C:32]([F:35])([F:34])[F:33])[C:28]([C:36]([O:38][CH2:39][CH3:40])=[O:37])=[CH:27]2.N1C=CN=C1.[I:47]I. The product is [I:47][CH2:21][C:22]1[CH:23]=[C:24]([CH3:41])[CH:25]=[C:26]2[C:31]=1[O:30][CH:29]([C:32]([F:35])([F:34])[F:33])[C:28]([C:36]([O:38][CH2:39][CH3:40])=[O:37])=[CH:27]2. The yield is 0.790. The catalyst is C(Cl)Cl. (2) The reactants are CCN(C(C)C)C(C)C.[F:10][C:11]([F:28])([F:27])[O:12][C:13]1[CH:14]=[CH:15][CH:16]=[C:17]2[C:22]=1[O:21][C:20](=[O:23])[C:19]([C:24]([OH:26])=O)=[CH:18]2.CN(C(ON1N=NC2C=CC=NC1=2)=[N+](C)C)C.F[P-](F)(F)(F)(F)F.[N:53]1[C:54]([C:62]2[CH:63]=[C:64]([NH2:68])[CH:65]=[CH:66][CH:67]=2)=[CH:55][N:56]2[CH:61]=[CH:60][CH:59]=[CH:58][C:57]=12. The catalyst is CN(C)C=O. The product is [N:53]1[C:54]([C:62]2[CH:63]=[C:64]([NH:68][C:24]([C:19]3[C:20](=[O:23])[O:21][C:22]4[C:17]([CH:18]=3)=[CH:16][CH:15]=[CH:14][C:13]=4[O:12][C:11]([F:10])([F:28])[F:27])=[O:26])[CH:65]=[CH:66][CH:67]=2)=[CH:55][N:56]2[CH:61]=[CH:60][CH:59]=[CH:58][C:57]=12. The yield is 0.460. (3) The yield is 0.650. The product is [Cl:1][C:2]1[N:3]=[C:4]([CH3:14])[C:5]([CH2:9][C:10]([O:12][CH3:13])=[O:11])=[C:6]([C:21]2[CH:26]=[CH:25][CH:24]=[CH:23][CH:22]=2)[N:7]=1. The reactants are [Cl:1][C:2]1[N:7]=[C:6](Cl)[C:5]([CH2:9][C:10]([O:12][CH3:13])=[O:11])=[C:4]([CH3:14])[N:3]=1.COCCOC.[C:21]1(B(O)O)[CH:26]=[CH:25][CH:24]=[CH:23][CH:22]=1.C(N(C(C)C)CC)(C)C. The catalyst is [Pd].C1(P(C2C=CC=CC=2)C2C=CC=CC=2)C=CC=CC=1.C1(P(C2C=CC=CC=2)C2C=CC=CC=2)C=CC=CC=1.C1(P(C2C=CC=CC=2)C2C=CC=CC=2)C=CC=CC=1.C1(P(C2C=CC=CC=2)C2C=CC=CC=2)C=CC=CC=1.O. (4) The reactants are C1(P(C2C=CC=CC=2)C2C=CC=CC=2)C=CC=CC=1.[C:20]([O:24][C:25]([NH:27][CH2:28][C:29]([OH:31])=O)=[O:26])([CH3:23])([CH3:22])[CH3:21].[NH:32]1[CH2:37][CH2:36][O:35][CH2:34][CH2:33]1.CCN(C(C)C)C(C)C. The catalyst is CCOC(C)=O.C(Cl)Cl.O. The product is [C:20]([O:24][C:25](=[O:26])[NH:27][CH2:28][C:29]([N:32]1[CH2:37][CH2:36][O:35][CH2:34][CH2:33]1)=[O:31])([CH3:21])([CH3:22])[CH3:23]. The yield is 0.880. (5) The catalyst is O1CCCC1. The reactants are [CH3:1][O:2][C:3]([C:5]1[CH:6]=[C:7]2[CH:13]=[CH:12][N:11]([S:14]([C:17]3[CH:22]=[CH:21][CH:20]=[CH:19][CH:18]=3)(=[O:16])=[O:15])[C:8]2=[N:9][CH:10]=1)=[O:4].C([N-]C(C)C)(C)C.[Li+].C([Li])CCC.CCCCCC.C(NC(C)C)(C)C.[CH:49](=[O:54])[CH2:50][CH:51]([CH3:53])[CH3:52]. The product is [CH3:1][O:2][C:3]([C:5]1[CH:6]=[C:7]2[CH:13]=[C:12]([CH:49]([OH:54])[CH2:50][CH:51]([CH3:53])[CH3:52])[N:11]([S:14]([C:17]3[CH:22]=[CH:21][CH:20]=[CH:19][CH:18]=3)(=[O:16])=[O:15])[C:8]2=[N:9][CH:10]=1)=[O:4]. The yield is 0.350. (6) The reactants are [F:1][C:2]1[CH:3]=[C:4]([NH:9][C:10]2[CH:15]=[CH:14][CH:13]=[CH:12][CH:11]=2)[C:5]([NH2:8])=[CH:6][CH:7]=1.[C:16]([O:20][C:21]([NH:23][C@@H:24]([CH2:28][CH3:29])[C:25](O)=O)=[O:22])([CH3:19])([CH3:18])[CH3:17].C1C=NC2N(O)N=NC=2C=1.CN1CCOCC1.Cl.CN(C)CCCN=C=NCC. The catalyst is C(Cl)Cl. The product is [C:16]([O:20][C:21](=[O:22])[NH:23][C@H:24]([C:25]1[N:9]([C:10]2[CH:15]=[CH:14][CH:13]=[CH:12][CH:11]=2)[C:4]2[CH:3]=[C:2]([F:1])[CH:7]=[CH:6][C:5]=2[N:8]=1)[CH2:28][CH3:29])([CH3:19])([CH3:18])[CH3:17]. The yield is 0.640. (7) The reactants are [N:1]1([C:8]2[CH:18]=[CH:17][C:11]([C:12]([O:14][CH2:15][CH3:16])=[O:13])=[CH:10][CH:9]=2)[CH2:7][CH2:6][CH2:5][NH:4][CH2:3][CH2:2]1.[CH:19](=O)[CH3:20].C(O)(=O)C.C([BH3-])#N.[Na+].C(O[BH-](OC(=O)C)OC(=O)C)(=O)C.[Na+]. The catalyst is O1CCCC1.CO. The product is [CH2:19]([N:4]1[CH2:5][CH2:6][CH2:7][N:1]([C:8]2[CH:18]=[CH:17][C:11]([C:12]([O:14][CH2:15][CH3:16])=[O:13])=[CH:10][CH:9]=2)[CH2:2][CH2:3]1)[CH3:20]. The yield is 0.760.